From a dataset of Experimentally validated miRNA-target interactions with 360,000+ pairs, plus equal number of negative samples. Binary Classification. Given a miRNA mature sequence and a target amino acid sequence, predict their likelihood of interaction. (1) The miRNA is hsa-miR-4269 with sequence GCAGGCACAGACAGCCCUGGC. The protein sequence of the target gene is MDPSDFPSPFDPLTLPEKPLAGDLPVDMEFGEDLLESQTAPTRGWAPPGPSPSSGALDLLDTPAGLEKDPGVLDGATELLGLGGLLYKAPSPPEVDHGPEGTLAWDAGDQTLEPGPGGQTPEVVPPDPGAGANSCSPEGLLEPLAPDSPITLQSPHIEEEETTSIATARRGSPGQEEELPQGQPQSPNAPPSPSVGETLGDGINSSQTKPGGSSPPAHPSLPGDGLTAKASEKPPERKRSERVRRAEPPKPEVVDSTESIPVSDEDSDAMVDDPNDEDFVPFRPRRSPRMSLRSSVSQRA.... Result: 0 (no interaction). (2) The miRNA is mmu-miR-7233-3p with sequence UAUUGUCUGCCUUUAGGUCUAC. The protein sequence of the target gene is MIHELLLALSGYPGSIFTWNKRSGLQVSQDFPFLHPSETSVLNRLCRLGTDYIRFTEFIEQYTGHVQQQDHHPPQQGQGGLHGIYLRAFCTGLDSVLQPYRQALLDLEQEFLADPHLSISHVNYSLDQFQLLFPSVMVVVEQIKSQKIHGCQILETVYKHSCGGLPPVRSALEKILAVCHGVMYKQLSAWMLHGLLLDQHEEFFIKQGPSSGTLSAQLEEDEEDLGIGGLTGKQLRELQDLRLIEEENMLAPSLKQFSLRVEILPSYIPVRVAEKILFVGESVQMFENQNVNLTRKGSIL.... Result: 0 (no interaction). (3) The miRNA is hsa-miR-125b-1-3p with sequence ACGGGUUAGGCUCUUGGGAGCU. Result: 0 (no interaction). The protein sequence of the target gene is MKVARFQKIPNVENETMIPVLTSKRASELAVSEVAGLLQADLQNGLNKSEVSHRRAFHGWNEFDISEDEPLWKKYISQFKNPLIMLLLASAVISILMRQFDDAVSITVAIVIVVTVAFVQEYRSEKSLEELSKLVPPECHCVREGKLEHTLARDLVPGDTVCLSVGDRVPADLRLFEAVDLSVDESSLTGETAPCSKVTAPQPAANGDLASRSNIAFMGTLVRCGKAKGIVIGTGENSEFGEVFKMMQAEEAPKTPLQKSMDLLGKQLSFYSFGIIGIIMLVGWLLGKDILEMFTISVSL....